Task: Predict the product of the given reaction.. Dataset: Forward reaction prediction with 1.9M reactions from USPTO patents (1976-2016) Given the reactants [Cl:1][C:2]1[CH:10]=[CH:9][CH:8]=[C:7]([F:11])[C:3]=1[C:4]([OH:6])=O.[O:12]1[CH2:17][CH2:16][CH:15]([CH:18]([C:21]2[CH:22]=[N:23][C:24]([C:27]([F:30])([F:29])[F:28])=[N:25][CH:26]=2)[CH2:19][NH2:20])[CH2:14][CH2:13]1, predict the reaction product. The product is: [Cl:1][C:2]1[CH:10]=[CH:9][CH:8]=[C:7]([F:11])[C:3]=1[C:4]([NH:20][CH2:19][CH:18]([CH:15]1[CH2:16][CH2:17][O:12][CH2:13][CH2:14]1)[C:21]1[CH:22]=[N:23][C:24]([C:27]([F:29])([F:30])[F:28])=[N:25][CH:26]=1)=[O:6].